This data is from Full USPTO retrosynthesis dataset with 1.9M reactions from patents (1976-2016). The task is: Predict the reactants needed to synthesize the given product. (1) The reactants are: [Br:1][C:2]1[CH:3]=[C:4]([N+:27]([O-])=O)[C:5]([NH:8][CH2:9][CH2:10][CH:11]([NH:19][C:20]([O:22][C:23]([CH3:26])([CH3:25])[CH3:24])=[O:21])[C:12]([O:14][C:15]([CH3:18])([CH3:17])[CH3:16])=[O:13])=[N:6][CH:7]=1.[Cl-].[NH4+].C(O)C. Given the product [NH2:27][C:4]1[C:5]([NH:8][CH2:9][CH2:10][CH:11]([NH:19][C:20]([O:22][C:23]([CH3:26])([CH3:25])[CH3:24])=[O:21])[C:12]([O:14][C:15]([CH3:17])([CH3:18])[CH3:16])=[O:13])=[N:6][CH:7]=[C:2]([Br:1])[CH:3]=1, predict the reactants needed to synthesize it. (2) Given the product [Br:1][C:2]1[CH:7]=[CH:6][C:5]([C:23]#[C:22][C:19]2[CH:18]=[CH:17][C:16]([C:13]3[CH:14]=[CH:15][C:10]([Cl:9])=[CH:11][CH:12]=3)=[CH:21][N:20]=2)=[CH:4][CH:3]=1, predict the reactants needed to synthesize it. The reactants are: [Br:1][C:2]1[CH:7]=[CH:6][C:5](I)=[CH:4][CH:3]=1.[Cl:9][C:10]1[CH:15]=[CH:14][C:13]([C:16]2[CH:17]=[CH:18][C:19]([C:22]#[CH:23])=[N:20][CH:21]=2)=[CH:12][CH:11]=1.BrCl.